This data is from NCI-60 drug combinations with 297,098 pairs across 59 cell lines. The task is: Regression. Given two drug SMILES strings and cell line genomic features, predict the synergy score measuring deviation from expected non-interaction effect. (1) Drug 1: C1=C(C(=O)NC(=O)N1)F. Drug 2: CC1=C2C(C(=O)C3(C(CC4C(C3C(C(C2(C)C)(CC1OC(=O)C(C(C5=CC=CC=C5)NC(=O)C6=CC=CC=C6)O)O)OC(=O)C7=CC=CC=C7)(CO4)OC(=O)C)O)C)OC(=O)C. Cell line: RXF 393. Synergy scores: CSS=29.6, Synergy_ZIP=-7.92, Synergy_Bliss=2.51, Synergy_Loewe=3.12, Synergy_HSA=5.55. (2) Cell line: CCRF-CEM. Drug 2: CC12CCC3C(C1CCC2OP(=O)(O)O)CCC4=C3C=CC(=C4)OC(=O)N(CCCl)CCCl.[Na+]. Drug 1: C1C(C(OC1N2C=NC3=C2NC=NCC3O)CO)O. Synergy scores: CSS=8.73, Synergy_ZIP=-4.79, Synergy_Bliss=-1.11, Synergy_Loewe=1.07, Synergy_HSA=1.00. (3) Drug 2: C1=CC=C(C=C1)NC(=O)CCCCCCC(=O)NO. Drug 1: C1CCN(CC1)CCOC2=CC=C(C=C2)C(=O)C3=C(SC4=C3C=CC(=C4)O)C5=CC=C(C=C5)O. Cell line: CAKI-1. Synergy scores: CSS=12.9, Synergy_ZIP=-3.97, Synergy_Bliss=-1.96, Synergy_Loewe=-11.5, Synergy_HSA=-3.28. (4) Drug 1: C1C(C(OC1N2C=C(C(=O)NC2=O)F)CO)O. Drug 2: N.N.Cl[Pt+2]Cl. Cell line: NCI-H522. Synergy scores: CSS=69.9, Synergy_ZIP=-1.75, Synergy_Bliss=0.386, Synergy_Loewe=4.40, Synergy_HSA=4.72. (5) Drug 1: CN(C)N=NC1=C(NC=N1)C(=O)N. Drug 2: CS(=O)(=O)OCCCCOS(=O)(=O)C. Cell line: SNB-19. Synergy scores: CSS=-2.35, Synergy_ZIP=-2.32, Synergy_Bliss=-3.58, Synergy_Loewe=-10.1, Synergy_HSA=-5.47. (6) Drug 1: C1CCC(C(C1)N)N.C(=O)(C(=O)[O-])[O-].[Pt+4]. Drug 2: C1C(C(OC1N2C=NC(=NC2=O)N)CO)O. Cell line: HT29. Synergy scores: CSS=33.1, Synergy_ZIP=-0.223, Synergy_Bliss=-0.0125, Synergy_Loewe=-3.72, Synergy_HSA=-0.0713. (7) Drug 1: C1C(C(OC1N2C=C(C(=O)NC2=O)F)CO)O. Drug 2: C1C(C(OC1N2C=NC3=C2NC=NCC3O)CO)O. Cell line: HL-60(TB). Synergy scores: CSS=36.9, Synergy_ZIP=-1.35, Synergy_Bliss=2.77, Synergy_Loewe=-14.7, Synergy_HSA=2.68.